From a dataset of Full USPTO retrosynthesis dataset with 1.9M reactions from patents (1976-2016). Predict the reactants needed to synthesize the given product. Given the product [CH3:12][C:10]1([CH3:11])[C:13]([CH3:15])([CH3:14])[O:16][B:8]([C:4]2[CH:3]=[C:2]([NH:1][C:10](=[O:9])[C:13]([CH3:15])=[CH2:14])[CH:7]=[CH:6][CH:5]=2)[O:9]1, predict the reactants needed to synthesize it. The reactants are: [NH2:1][C:2]1[CH:3]=[C:4]([B:8]2[O:16][C:13]([CH3:15])([CH3:14])[C:10]([CH3:12])([CH3:11])[O:9]2)[CH:5]=[CH:6][CH:7]=1.[Cl-].